From a dataset of Forward reaction prediction with 1.9M reactions from USPTO patents (1976-2016). Predict the product of the given reaction. Given the reactants Cl[C:2]1[C:11]2[C:6](=[CH:7][CH:8]=[C:9]([CH3:12])[CH:10]=2)[N:5]=[C:4]([N:13]2[CH2:19][C:18]3[CH:20]=[CH:21][CH:22]=[CH:23][C:17]=3[S:16](=[O:25])(=[O:24])[CH2:15][CH2:14]2)[CH:3]=1.[NH2:26][C:27]1([CH2:31][CH2:32][OH:33])[CH2:30][O:29][CH2:28]1, predict the reaction product. The product is: [O:24]=[S:16]1(=[O:25])[C:17]2[CH:23]=[CH:22][CH:21]=[CH:20][C:18]=2[CH2:19][N:13]([C:4]2[CH:3]=[C:2]([NH:26][C:27]3([CH2:31][CH2:32][OH:33])[CH2:30][O:29][CH2:28]3)[C:11]3[C:6](=[CH:7][CH:8]=[C:9]([CH3:12])[CH:10]=3)[N:5]=2)[CH2:14][CH2:15]1.